Dataset: Forward reaction prediction with 1.9M reactions from USPTO patents (1976-2016). Task: Predict the product of the given reaction. (1) Given the reactants [NH2:1][C:2]1[N:3]=[C:4]([C:19]2[CH:20]=[C:21]([O:25][CH2:26][C@H:27]([NH:30]C(=O)OC(C)(C)C)[CH2:28][CH3:29])[CH:22]=[N:23][CH:24]=2)[CH:5]=[C:6]2[C:11]=1[CH:10]=[N:9][C:8]1[CH:12]=[C:13]([OH:18])[C:14]([O:16][CH3:17])=[CH:15][C:7]2=1.S(C1C=CC(C)=CC=1)(O[CH2:42][CH2:43][Cl:44])(=O)=O.C([O-])([O-])=O.[Cs+].[Cs+], predict the reaction product. The product is: [NH2:30][C@H:27]([CH2:28][CH3:29])[CH2:26][O:25][C:21]1[CH:20]=[C:19]([C:4]2[CH:5]=[C:6]3[C:11](=[C:2]([NH2:1])[N:3]=2)[CH:10]=[N:9][C:8]2[CH:12]=[C:13]([O:18][CH2:42][CH2:43][Cl:44])[C:14]([O:16][CH3:17])=[CH:15][C:7]3=2)[CH:24]=[N:23][CH:22]=1. (2) Given the reactants C(NC(C)C)(C)C.[Li]CCCC.[C:13]([O:16][CH2:17][CH3:18])(=[O:15])[CH3:14].[Br:19][C:20]1[C:25]2[N:26]=[C:27]([C:31]3[CH:36]=[CH:35][CH:34]=[C:33]([C:37]([F:40])([F:39])[F:38])[CH:32]=3)[O:28][C:29](=O)[C:24]=2[CH:23]=[N:22][CH:21]=1.[OH-].[Na+], predict the reaction product. The product is: [Br:19][C:20]1[CH:21]=[N:22][CH:23]=[C:24]2[C:25]=1[NH:26][C:27]([C:31]1[CH:36]=[CH:35][CH:34]=[C:33]([C:37]([F:38])([F:40])[F:39])[CH:32]=1)=[C:14]([C:13]([O:16][CH2:17][CH3:18])=[O:15])[C:29]2=[O:28].